From a dataset of Full USPTO retrosynthesis dataset with 1.9M reactions from patents (1976-2016). Predict the reactants needed to synthesize the given product. (1) Given the product [CH3:11][N:10]1[C:4]2[CH:3]=[C:2]([C:17]3[CH:16]=[N:15][CH:20]=[CH:19][CH:18]=3)[N:7]=[CH:6][C:5]=2[C:8]2([CH2:14][CH2:13]2)[C:9]1=[O:12], predict the reactants needed to synthesize it. The reactants are: Cl[C:2]1[N:7]=[CH:6][C:5]2[C:8]3([CH2:14][CH2:13]3)[C:9](=[O:12])[N:10]([CH3:11])[C:4]=2[CH:3]=1.[N:15]1[CH:20]=[CH:19][CH:18]=[C:17](B(O)O)[CH:16]=1. (2) Given the product [NH2:24][CH2:23][CH2:22][N:18]1[CH:19]=[CH:20][CH:21]=[N+:17]1[CH2:16][C:13]1[CH2:14][S:15][C@@H:10]2[C@H:9]([NH:8][C:48](=[O:49])/[C:47](/[C:44]3[N:43]=[C:42]([NH2:41])[S:46][N:45]=3)=[N:51]\[O:52][C:53]([C:56]([OH:58])=[O:57])([CH3:55])[CH3:54])[C:30](=[O:31])[N:11]2[C:12]=1[C:27]([O-:29])=[O:28], predict the reactants needed to synthesize it. The reactants are: FC(F)(F)C([O-])=O.[NH2:8][C@@H:9]1[C:30](=[O:31])[N:11]2[C:12]([C:27]([OH:29])=[O:28])=[C:13]([CH2:16][N+:17]3[N:18]([CH2:22][CH2:23][NH:24]C=O)[CH:19]=[CH:20][CH:21]=3)[CH2:14][S:15][C@H:10]12.C[Si](C)(C)NC(=O)C.Cl.[NH2:41][C:42]1[S:46][N:45]=[C:44](/[C:47](=[N:51]/[O:52][C:53]([C:56]([OH:58])=[O:57])([CH3:55])[CH3:54])/[C:48](Cl)=[O:49])[N:43]=1.C(OC(C)C)(C)C.Cl. (3) Given the product [ClH:28].[C:1]([C:5]1[N:6]=[C:7]([CH:22]2[CH2:25][CH2:24][CH2:23]2)[CH:8]=[C:9]([N:11]2[CH2:12][CH2:13][N:14]([CH2:17][C@@H:18]([CH3:21])[CH2:19][O:20][C:29]3[N:34]=[CH:33][CH:32]=[CH:31][N:30]=3)[CH2:15][CH2:16]2)[N:10]=1)([CH3:2])([CH3:3])[CH3:4], predict the reactants needed to synthesize it. The reactants are: [C:1]([C:5]1[N:10]=[C:9]([N:11]2[CH2:16][CH2:15][N:14]([CH2:17][C@@H:18]([CH3:21])[CH2:19][OH:20])[CH2:13][CH2:12]2)[CH:8]=[C:7]([CH:22]2[CH2:25][CH2:24][CH2:23]2)[N:6]=1)([CH3:4])([CH3:3])[CH3:2].[H-].[Na+].[Cl:28][C:29]1[N:34]=[CH:33][CH:32]=[CH:31][N:30]=1.Cl. (4) Given the product [Br:1][C:2]1[CH:3]=[C:4]([N:8]2[C:16]3[CH:15]=[CH:14][C:13](=[O:17])[NH:12][C:11]=3[C:10]([C:19]#[N:20])=[N:9]2)[CH:5]=[CH:6][CH:7]=1, predict the reactants needed to synthesize it. The reactants are: [Br:1][C:2]1[CH:3]=[C:4]([N:8]2[C:16]3[C:11](=[N:12][C:13]([O:17]C)=[CH:14][CH:15]=3)[C:10]([C:19]#[N:20])=[N:9]2)[CH:5]=[CH:6][CH:7]=1.[I-].[Na+].Cl[Si](C)(C)C.CO. (5) Given the product [Br:10][C:11]1[CH:12]=[C:13]2[C:17](=[C:18]([CH:20]([CH3:22])[CH3:21])[CH:19]=1)[NH:16][CH:15]=[C:14]2[C:1](=[O:5])[C:2]([O:25][CH2:24][CH3:23])=[O:3], predict the reactants needed to synthesize it. The reactants are: [C:1](Cl)(=[O:5])[C:2](Cl)=[O:3].ClCCl.[Br:10][C:11]1[CH:12]=[C:13]2[C:17](=[C:18]([CH:20]([CH3:22])[CH3:21])[CH:19]=1)[NH:16][CH:15]=[CH:14]2.[CH3:23][CH2:24][O:25]CC. (6) Given the product [N:32]([CH2:12][C@H:13]1[CH2:22][CH2:21][C:20]2[C:15](=[C:16]([C:24]3[CH:29]=[CH:28][C:27]([Cl:30])=[CH:26][C:25]=3[Cl:31])[C:17]([F:23])=[CH:18][CH:19]=2)[O:14]1)=[N+:33]=[N-:34], predict the reactants needed to synthesize it. The reactants are: CC1C=CC(S(O[CH2:12][C@H:13]2[CH2:22][CH2:21][C:20]3[C:15](=[C:16]([C:24]4[CH:29]=[CH:28][C:27]([Cl:30])=[CH:26][C:25]=4[Cl:31])[C:17]([F:23])=[CH:18][CH:19]=3)[O:14]2)(=O)=O)=CC=1.[N-:32]=[N+:33]=[N-:34].[Na+]. (7) Given the product [F:25][C:22]([F:23])([F:24])[C:21]([N:20]([CH2:19][C:15]1[CH:14]=[C:13]([C:11]([O:10][CH2:8][CH3:9])=[O:12])[CH:18]=[CH:17][N:16]=1)[CH2:27][C:28](=[O:30])[N:2]([CH2:3][CH2:4][CH2:5][CH2:6][OH:7])[CH3:1])=[O:26], predict the reactants needed to synthesize it. The reactants are: [CH3:1][NH:2][CH2:3][CH2:4][CH2:5][CH2:6][OH:7].[CH2:8]([O:10][C:11]([C:13]1[CH:18]=[CH:17][N:16]=[C:15]([CH2:19][N:20]([CH2:27][C:28]([OH:30])=O)[C:21](=[O:26])[C:22]([F:25])([F:24])[F:23])[CH:14]=1)=[O:12])[CH3:9].